This data is from Peptide-MHC class II binding affinity with 134,281 pairs from IEDB. The task is: Regression. Given a peptide amino acid sequence and an MHC pseudo amino acid sequence, predict their binding affinity value. This is MHC class II binding data. (1) The peptide sequence is EVKYFAATQFEPLAA. The MHC is HLA-DPA10201-DPB10501 with pseudo-sequence HLA-DPA10201-DPB10501. The binding affinity (normalized) is 0.729. (2) The peptide sequence is ISDNLLMRNKLKEIL. The MHC is DRB1_0101 with pseudo-sequence DRB1_0101. The binding affinity (normalized) is 0.511.